This data is from Peptide-MHC class I binding affinity with 185,985 pairs from IEDB/IMGT. The task is: Regression. Given a peptide amino acid sequence and an MHC pseudo amino acid sequence, predict their binding affinity value. This is MHC class I binding data. The peptide sequence is FTARIIIFS. The MHC is HLA-B08:01 with pseudo-sequence HLA-B08:01. The binding affinity (normalized) is 0.213.